From a dataset of Reaction yield outcomes from USPTO patents with 853,638 reactions. Predict the reaction yield, written as a fraction of the theoretical maximum amount of product (1.0 means a 100% yield; for example, 0.34 means a 34% yield). (1) The reactants are Br[C:2]1[CH:3]=[C:4]([N+:11]([O-:13])=[O:12])[CH:5]=[C:6]2[C:10]=1[NH:9][CH2:8][CH2:7]2.[CH3:14][Sn](C)(C)C.C(Cl)(Cl)Cl. The catalyst is CN(C=O)C.Cl[Pd](Cl)([P](C1C=CC=CC=1)(C1C=CC=CC=1)C1C=CC=CC=1)[P](C1C=CC=CC=1)(C1C=CC=CC=1)C1C=CC=CC=1. The product is [CH3:14][C:2]1[CH:3]=[C:4]([N+:11]([O-:13])=[O:12])[CH:5]=[C:6]2[C:10]=1[NH:9][CH:8]=[CH:7]2. The yield is 0.740. (2) The reactants are [Br:1][C:2]1[CH:7]=[CH:6][C:5]([C:8]([C:10]2[CH:15]=[CH:14][C:13]([OH:16])=[CH:12][CH:11]=2)=O)=[CH:4][CH:3]=1.[C:17]1(=O)[CH2:23][CH2:22][CH2:21][CH2:20][CH2:19][CH2:18]1. No catalyst specified. The product is [Br:1][C:2]1[CH:7]=[CH:6][C:5]([C:8](=[C:17]2[CH2:23][CH2:22][CH2:21][CH2:20][CH2:19][CH2:18]2)[C:10]2[CH:15]=[CH:14][C:13]([OH:16])=[CH:12][CH:11]=2)=[CH:4][CH:3]=1. The yield is 0.780. (3) The reactants are [C:1]([O:5][C:6]([N:8]1[CH2:14][CH2:13][C:12](=[O:15])[NH:11][CH2:10][CH2:9]1)=[O:7])([CH3:4])([CH3:3])[CH3:2].[H-].[Na+].Cl[CH2:19][CH2:20][CH2:21][N:22]1[CH2:27][CH2:26][CH2:25][CH2:24][CH2:23]1.Cl.ClCCCN1CCCCC1. The catalyst is CC(N(C)C)=O.C1(C)C=CC=CC=1.[OH-].[Na+]. The product is [C:1]([O:5][C:6]([N:8]1[CH2:14][CH2:13][C:12](=[O:15])[N:11]([CH2:19][CH2:20][CH2:21][N:22]2[CH2:27][CH2:26][CH2:25][CH2:24][CH2:23]2)[CH2:10][CH2:9]1)=[O:7])([CH3:4])([CH3:2])[CH3:3]. The yield is 0.900. (4) The reactants are [Si]([O:8][C@@H:9]([CH3:21])/[CH:10]=[N:11]/[CH2:12][C:13]1[CH:18]=[CH:17][C:16]([O:19][CH3:20])=[CH:15][CH:14]=1)(C(C)(C)C)(C)C.[Si](OS(C(F)(F)F)(=O)=O)(C)(C)C.C([Si](C)(C)[O:39][C:40]([CH:42]=[C:43]([CH3:45])[CH3:44])=[CH2:41])(C)(C)C.C([O-])(O)=O.[Na+].CCCC[N+](CCCC)(CCCC)CCCC.[F-]. The catalyst is ClCCl. The product is [OH:8][C@H:9]([C@H:10]1[N:11]([CH2:12][C:13]2[CH:14]=[CH:15][C:16]([O:19][CH3:20])=[CH:17][CH:18]=2)[C:43]([CH3:45])([CH3:44])[CH2:42][C:40](=[O:39])[CH2:41]1)[CH3:21].[OH:8][C@H:9]([C@@H:10]1[N:11]([CH2:12][C:13]2[CH:14]=[CH:15][C:16]([O:19][CH3:20])=[CH:17][CH:18]=2)[C:43]([CH3:45])([CH3:44])[CH2:42][C:40](=[O:39])[CH2:41]1)[CH3:21]. The yield is 0.410. (5) The reactants are [NH2:1][C@@H:2]([C:6]1[CH:11]=[CH:10][CH:9]=[CH:8][CH:7]=1)[C:3](O)=O.[NH2:12][C@@H:13]([CH2:18][CH:19]=[CH2:20])[C:14](OC)=[O:15].C([C@@H]1NC[C@H](CC(C)C)NC1=O)C(C)C. No catalyst specified. The product is [CH2:18]([C@@H:13]1[NH:12][CH2:3][C@H:2]([C:6]2[CH:11]=[CH:10][CH:9]=[CH:8][CH:7]=2)[NH:1][C:14]1=[O:15])[CH:19]=[CH2:20]. The yield is 0.0460. (6) The reactants are [CH2:1]1[C:10]2[C:5](=[CH:6][CH:7]=[CH:8][CH:9]=2)[CH2:4][CH2:3][N:2]1[CH2:11][CH:12]([OH:23])[CH2:13][O:14][C:15]1[CH:16]=[C:17]([CH:20]=[CH:21][CH:22]=1)[CH:18]=O.[NH:24]1[CH:28]=[CH:27][C:26]([NH2:29])=[N:25]1.[BH-](OC(C)=O)(OC(C)=O)OC(C)=O.[Na+]. The catalyst is C(Cl)Cl. The product is [NH:24]1[CH:28]=[CH:27][C:26]([NH:29][CH2:18][C:17]2[CH:16]=[C:15]([CH:22]=[CH:21][CH:20]=2)[O:14][CH2:13][CH:12]([OH:23])[CH2:11][N:2]2[CH2:3][CH2:4][C:5]3[C:10](=[CH:9][CH:8]=[CH:7][CH:6]=3)[CH2:1]2)=[N:25]1. The yield is 0.110. (7) The reactants are [F:1][C:2]1[CH:11]=[C:10]2[C:5]([CH:6]=[CH:7][CH:8]=[N:9]2)=[CH:4][C:3]=1[CH2:12][N:13]1[C:21]2[C:16](=[N:17][CH:18]=[C:19]([C:22](=O)[CH3:23])[N:20]=2)[N:15]=[N:14]1.Cl.[NH:26]1[CH2:30][CH2:29][C@H:28]([O:31][NH2:32])[CH2:27]1. No catalyst specified. The product is [NH:26]1[CH2:30][CH2:29][C@H:28]([O:31]/[N:32]=[C:22](/[C:19]2[N:20]=[C:21]3[N:13]([CH2:12][C:3]4[CH:4]=[C:5]5[C:10](=[CH:11][C:2]=4[F:1])[N:9]=[CH:8][CH:7]=[CH:6]5)[N:14]=[N:15][C:16]3=[N:17][CH:18]=2)\[CH3:23])[CH2:27]1. The yield is 0.700. (8) The reactants are C[O:2][C:3]1[C:12]2[C:7](=[CH:8][CH:9]=[CH:10][CH:11]=2)[C:6]([O:18][CH2:19][C:20]([O:22]CC)=[O:21])([CH2:13][CH2:14][CH:15]([CH3:17])[CH3:16])[C:5](=[O:25])[CH:4]=1. The catalyst is CO.[OH-].[Na+]. The product is [CH3:16][CH:15]([CH3:17])[CH2:14][CH2:13][C:6]1([O:18][CH2:19][C:20]([OH:22])=[O:21])[C:7]2[C:12](=[CH:11][CH:10]=[CH:9][CH:8]=2)[C:3](=[O:2])[CH2:4][C:5]1=[O:25]. The yield is 0.910. (9) The reactants are [CH3:1][O:2][C:3](=[O:32])[C:4]1[CH:9]=[CH:8][C:7]([O:10][CH2:11][CH2:12][CH2:13]Br)=[CH:6][C:5]=1[NH:15][C:16](=[O:31])[C:17]1[CH:22]=[C:21]([C:23]([F:26])([F:25])[F:24])[CH:20]=[C:19]([C:27]([F:30])([F:29])[F:28])[CH:18]=1.[F:33][C:34]([F:45])([F:44])[C:35]1[CH:43]=[CH:42][C:38]([CH:39]=[N:40][OH:41])=[CH:37][CH:36]=1.C(=O)([O-])[O-].[Cs+].[Cs+]. The catalyst is CC(C)=O. The product is [CH3:1][O:2][C:3](=[O:32])[C:4]1[CH:9]=[CH:8][C:7]([O:10][CH2:11][CH2:12][CH2:13][O:41]/[N:40]=[CH:39]/[C:38]2[CH:37]=[CH:36][C:35]([C:34]([F:33])([F:45])[F:44])=[CH:43][CH:42]=2)=[CH:6][C:5]=1[NH:15][C:16](=[O:31])[C:17]1[CH:22]=[C:21]([C:23]([F:26])([F:25])[F:24])[CH:20]=[C:19]([C:27]([F:30])([F:29])[F:28])[CH:18]=1. The yield is 0.780. (10) The reactants are [CH3:1][CH:2]([CH2:4][CH2:5][CH2:6][C@H:7]([C@@H:9]1[C@:26]2([CH3:27])[C@H:12]([C@H:13]3[C@H:23]([CH2:24][CH2:25]2)[C@:21]2([CH3:22])[C:16]([CH2:17][C@@H:18](O)[CH2:19][CH2:20]2)=[CH:15][CH2:14]3)[CH2:11][CH2:10]1)[CH3:8])[CH3:3].CC(CCC[C@H]([C@@H]1[C@]2(C)[C@H]([C@H]3[C@H](CC2)[C@]2(C)C(C[C@@H](NCCCNC(=O)CCNC(=O)CCNC(=O)CCCCCNC4C=CC([N+]([O-])=O)=CC=4[N+]([O-])=O)CC2)=CC3)CC1)C)C.[Si]([I:95])(C)(C)C.B(F)(F)F.CCOCC. The catalyst is C(Cl)Cl. The product is [I:95][C@H:18]1[CH2:19][CH2:20][C@@:21]2([CH3:22])[C:16](=[CH:15][CH2:14][C@@H:13]3[C@@H:23]2[CH2:24][CH2:25][C@@:26]2([CH3:27])[C@H:12]3[CH2:11][CH2:10][C@@H:9]2[C@H:7]([CH3:8])[CH2:6][CH2:5][CH2:4][CH:2]([CH3:1])[CH3:3])[CH2:17]1. The yield is 0.820.